From a dataset of Forward reaction prediction with 1.9M reactions from USPTO patents (1976-2016). Predict the product of the given reaction. The product is: [F:4][C:5]1[C:6]([O:13][CH3:1])=[C:7]([CH:10]=[CH:11][CH:12]=1)[CH:8]=[O:9]. Given the reactants [C:1](#N)C.[F:4][C:5]1[C:6]([OH:13])=[C:7]([CH:10]=[CH:11][CH:12]=1)[CH:8]=[O:9].C(=O)([O-])[O-].[K+].[K+].CI, predict the reaction product.